From a dataset of Reaction yield outcomes from USPTO patents with 853,638 reactions. Predict the reaction yield, written as a fraction of the theoretical maximum amount of product (1.0 means a 100% yield; for example, 0.34 means a 34% yield). (1) The reactants are [O:1]1CCO[CH:2]1[C:6]1[N:11]=[C:10]([CH2:12][O:13][N:14]=[C:15]([C:22]2[N:26]([CH3:27])[N:25]=[N:24][N:23]=2)[C:16]2[CH:21]=[CH:20][CH:19]=[CH:18][CH:17]=2)[CH:9]=[CH:8][CH:7]=1.CC1C=CC(S(O)(=O)=O)=CC=1. The catalyst is CS(C)=O.O.CCOC(C)=O. The product is [CH3:27][N:26]1[C:22]([C:15](=[N:14][O:13][CH2:12][C:10]2[N:11]=[C:6]([CH:2]=[O:1])[CH:7]=[CH:8][CH:9]=2)[C:16]2[CH:17]=[CH:18][CH:19]=[CH:20][CH:21]=2)=[N:23][N:24]=[N:25]1. The yield is 0.960. (2) The reactants are Br[C:2]1[CH:7]=[CH:6][C:5]([CH:8]([OH:10])[CH3:9])=[C:4]([CH3:11])[CH:3]=1.C([O-])(=O)C.[K+].[CH3:17][C:18]1([CH3:34])[C:22]([CH3:24])([CH3:23])[O:21][B:20]([B:20]2[O:21][C:22]([CH3:24])([CH3:23])[C:18]([CH3:34])([CH3:17])[O:19]2)[O:19]1.ClCCl. The catalyst is O1CCOCC1.C1C=CC(P(C2C=CC=CC=2)[C-]2C=CC=C2)=CC=1.C1C=CC(P(C2C=CC=CC=2)[C-]2C=CC=C2)=CC=1.Cl[Pd]Cl.[Fe+2]. The product is [CH3:11][C:4]1[CH:3]=[C:2]([B:20]2[O:21][C:22]([CH3:24])([CH3:23])[C:18]([CH3:34])([CH3:17])[O:19]2)[CH:7]=[CH:6][C:5]=1[CH:8]([OH:10])[CH3:9]. The yield is 0.830. (3) The reactants are F[C:2]1[N:7]=[C:6]([N:8]2[C:16]3[CH:15]=[C:14]([C:17]4[CH:18]=[N:19][CH:20]=[C:21]([CH:23]5[CH2:26][O:25][CH2:24]5)[CH:22]=4)[N:13]=[CH:12][C:11]=3[CH:10]=[N:9]2)[CH:5]=[CH:4][CH:3]=1.[NH:27]1[CH2:32][CH2:31][NH:30][CH2:29][CH2:28]1. No catalyst specified. The product is [O:25]1[CH2:26][CH:23]([C:21]2[CH:22]=[C:17]([C:14]3[N:13]=[CH:12][C:11]4[CH:10]=[N:9][N:8]([C:6]5[CH:5]=[CH:4][CH:3]=[C:2]([N:27]6[CH2:32][CH2:31][NH:30][CH2:29][CH2:28]6)[N:7]=5)[C:16]=4[CH:15]=3)[CH:18]=[N:19][CH:20]=2)[CH2:24]1. The yield is 0.130. (4) The reactants are [Cl:1][C:2]1[C:7](Cl)=[CH:6][N:5]=[CH:4][N:3]=1.[NH2:9][CH:10]1[CH2:14][CH2:13][N:12]([C:15]([O:17][C:18]([CH3:21])([CH3:20])[CH3:19])=[O:16])[CH2:11]1.CCN(C(C)C)C(C)C. The catalyst is C(O)CCC. The product is [Cl:1][C:2]1[N:3]=[CH:4][N:5]=[C:6]([NH:9][CH:10]2[CH2:14][CH2:13][N:12]([C:15]([O:17][C:18]([CH3:21])([CH3:20])[CH3:19])=[O:16])[CH2:11]2)[CH:7]=1. The yield is 0.500. (5) The reactants are ON1C2N=CC=C[C:5]=2N=N1.[CH3:11][C:12]1[N:17]=[CH:16][C:15]([NH2:18])=[CH:14][C:13]=1[C:19]1[CH:20]=[C:21]([N:28]2[CH2:33][CH2:32][O:31][CH2:30][CH2:29]2)[C:22]2[N:23]([CH:25]=[CH:26][N:27]=2)N=1.[Br:34][CH2:35][C:36]1[CH:44]=[CH:43][C:39]([C:40](O)=[O:41])=[CH:38][C:37]=1[C:45]([F:48])([F:47])[F:46].CCN=C=NCCCN(C)C.Cl. The yield is 0.590. The product is [Br:34][CH2:35][C:36]1[CH:44]=[CH:43][C:39]([C:40]([NH:18][C:15]2[CH:16]=[N:17][C:12]([CH3:11])=[C:13]([C:19]3[CH:20]=[C:21]([N:28]4[CH2:33][CH2:32][O:31][CH2:30][CH2:29]4)[C:22]4[N:23]([CH:25]=[CH:26][N:27]=4)[CH:5]=3)[CH:14]=2)=[O:41])=[CH:38][C:37]=1[C:45]([F:48])([F:47])[F:46]. The catalyst is CN(C=O)C.O. (6) The reactants are [Br:1][C:2]1[CH:10]=[C:9]2[C:5]([CH2:6][C:7]3([CH2:16][CH2:15][C:14]([F:18])([F:17])[CH2:13][CH2:12]3)[C:8]2=[NH:11])=[CH:4][CH:3]=1.O=[C:20]([CH3:24])[C:21](=[S:23])[NH2:22]. The product is [Br:1][C:2]1[CH:10]=[C:9]2[C:5]([CH2:6][C:7]3([C:8]42[NH:22][C:21](=[S:23])[C:20]([CH3:24])=[N:11]4)[CH2:12][CH2:13][C:14]([F:17])([F:18])[CH2:15][CH2:16]3)=[CH:4][CH:3]=1. The yield is 0.730. The catalyst is CO.